This data is from Catalyst prediction with 721,799 reactions and 888 catalyst types from USPTO. The task is: Predict which catalyst facilitates the given reaction. Reactant: [C:1]([O:5][C:6]([N:8]1[CH2:13][CH2:12][CH2:11][C@@H:10]([N:14]2[C:18]3=[N:19][CH:20]=[N:21][C:22]([NH2:23])=[C:17]3[C:16](I)=[N:15]2)[CH2:9]1)=[O:7])([CH3:4])([CH3:3])[CH3:2].[Cl-].B([C:29]1[CH:34]=[CH:33][C:32]([NH3+:35])=[CH:31][CH:30]=1)(O)O.COCCOC.C(=O)([O-])[O-].[Na+].[Na+]. Product: [NH2:23][C:22]1[N:21]=[CH:20][N:19]=[C:18]2[N:14]([C@@H:10]3[CH2:11][CH2:12][CH2:13][N:8]([C:6]([O:5][C:1]([CH3:4])([CH3:3])[CH3:2])=[O:7])[CH2:9]3)[N:15]=[C:16]([C:29]3[CH:34]=[CH:33][C:32]([NH2:35])=[CH:31][CH:30]=3)[C:17]=12. The catalyst class is: 103.